This data is from Human Reference Interactome with 51,813 positive PPI pairs across 8,248 proteins, plus equal number of experimentally-validated negative pairs. The task is: Binary Classification. Given two protein amino acid sequences, predict whether they physically interact or not. (1) Protein 1 (ENSG00000170561) has sequence MSYPQGYLYQAPGSLALYSCPAYGASALAAPRSEELARSASGSAFSPYPGSAAFTAQAATGFGSPLQYSADAAAAAAGFPSYMGAPYDAHTTGMTGAISYHPYGSAAYPYQLNDPAYRKNATRDATATLKAWLNEHRKNPYPTKGEKIMLAIITKMTLTQVSTWFANARRRLKKENKMTWAPRNKSEDEDEDEGDATRSKDESPDKAQEGTETSAEDEGISLHVDSLTDHSCSAESDGEKLPCRAGDPLCESGSECKDKYDDLEDDEDDDEEGERGLAPPKPVTSSPLTGLEAPLLSPPP.... Protein 2 (ENSG00000071282) has sequence MAKVAKDLNPGVKKMSLGQLQSARGVACLGCKGTCSGFEPHSWRKICKSCKCSQEDHCLTSDLEDDRKIGRLLMDSKYSTLTARVKGGDGIRIYKRNRMIMTNPIATGKDPTFDTITYEWAPPGVTQKLGLQYMELIPKEKQPVTGTEGAFYRRRQLMHQLPIYDQDPSRCRGLLENELKLMEEFVKQYKSEALGVGEVALPGQGGLPKEEGKQQEKPEGAETTAATTNGSLSDPSKEVEYVCELCKGAAPPDSPVVYSDRAGYNKQWHPTCFVCAKCSEPLVDLIYFWKDGAPWCGRHY.... Result: 0 (the proteins do not interact). (2) Protein 1 (ENSG00000126756) has sequence MATPPKRRAVEATGEKVLRYETFISDVLQRDLRKVLDHRDKVYEQLAKYLQLRNVIERLQEAKHSELYMQVDLGCNFFVDTVVPDTSRIYVALGYGFFLELTLAEALKFIDRKSSLLTELSNSLTKDSMNIKAHIHMLLEGLRELQGLQNFPEKPHH*MVFPLPTPQEPIMATPPKRRAVEATGEKVLRYETFISDVLQRDLRKVLDHRDKVYEQLAKYLQLRNVIERLQEAKHSELYMQVDLGCNFFVDTVVPDTSRIYVALGYGFFLELTLAEALKFIDRKSSLLTELSNSLTKDSMN.... Protein 2 (ENSG00000271383) has sequence MLRNERQFKEEKLAEQLKQAEELRQYKVLFHSQERELTQLREKLREGRDASRSLNEHLQALLTPDEPDKSQGQDLQEQLAEGCRLAQHLVQKLSPENDNDDDEDVQVEVAEKVQKSSAPREMQKAEEKEVPEDSLEECAITYSNSHGPYDSNQPHRKTKITFEEDKVDSTLIGSSSHVEWEDAVHIIPENESDDEEEEEKGPVSPRNLQESEEEEVPQESWDEGYSTLSIPPEMLASYQSYSSTFHSLEEQQVCMAVDIGRHRWDQVKKEDQEATGPRLSRELLDEKGPEVLQDSLDRCY.... Result: 1 (the proteins interact). (3) Protein 1 (ENSG00000160014) has sequence MADQLTEEQIAEFKEAFSLFDKDGDGTITTKELGTVMRSLGQNPTEAELQDMINEVDADGNGTIDFPEFLTMMARKMKDTDSEEEIREAFRVFDKDGNGYISAAELRHVMTNLGEKLTDEEVDEMIREADIDGDGQVNYEEFVQMMTAK*MRSLGQNPTEAELQDMINEVDADGNGTIDFPEFLTMMARKMKDTDSEEEIREAFRVFDKDGNGYISAAELRHVMTNLGEKLTDEEVDEMIREADIDGDGQVNYEEFVQMMTAK*MCVRAHQCPNDTKPHGPETGLYQTPKAVFLSWAWVI.... Protein 2 (ENSG00000162814) has sequence MATLARLQARSSTVGNQYYFRNSVVDPFRKKENDAAVKIQSWFRGCQVRAYIRHLNRIVTIIQKWWRSFLGRKQYQLTVQVAYYTMMMNLYNAMAVRIQRRWRGYRVRKYLFNYYYLKEYLKVVSETNDAIRKALEEFAEMKEREEKKANLEREEKKRDYQARKMHYLLSTKQIPGIYNSPFRKEPDPWELQLQKAKPLTHRRPKVKQKDSTSLTDWLACTSARSFPRSEILPPINRKQCQGPFRDITEVLEQRYRPLEPTLRVAEPIDELKLAREELRREEWLQNVNDNMFLPFSSYHK.... Result: 1 (the proteins interact). (4) Protein 1 (ENSG00000164938) has sequence MFQRLNKMFVGEVSSSSNQEPEFNEKEDDEWILVDFIDTCTGFSAEEEEEEEDISEESPTEHPSVFSCLPASLECLADTSDSCFLQFESCPMEESWFITPPPCFTAGGLTTIKVETSPMENLLIEHPSMSVYAVHNSCPGLSEATRGTDELHSPSSPRVEAQNEMGQHIHCYVAALAAHTTFLEQPKSFRPSQWIKEHSERQPLNRNSLRRQNLTRDCHPRQVKHNGWVVHQPCPRQYNY*MFQRLNKMFVGEVSSSSNQEPEFNEKEDDEWILVDFIDTCTGFSAEEEEEEEDISEESP.... Protein 2 (ENSG00000222046) has sequence MAGGSPAAKRVVVYRNGDPFFPGSQLVVTQRRFPTMEAFLCEVTSAVQAPLAVRALYTPCHGHPVTNLADLKNRGQYVAAGFERFHKLHYLPHRGKDPGGKSCRLQGPPVTRHLCDGAIGRQLPAGAPSYIHVFRNGDLVSPPFSLKLSQAASQDWETVLKLLTEKVKLQSGAVCKLCTLEGLPLSAGKELVTGHYYVAVGEDEFKDLPYLELLVPSPSLPRGCWQPPGSKSRPHRQGAQGHRAQVTQPSPKEPDRIKPSAFYARPQQTIQPRSKLPTLSFPSGVIGVYGAPHRRKETAG.... Result: 0 (the proteins do not interact). (5) Protein 1 (ENSG00000204560) has sequence MATPAGLERWVQDELHSVLGLSERHVAQFLIGTAQRCTSAEEFVQRLRDTDTLDLSGPARDFALRLWNKVPRKAVVEKPARAAEREARALLEKNRSYRLLEDSEESSEETVSRAGSSLQKKRKKRKHLRKKREEEEEEEASEKGKKKTGGSKQQTEKPESEDEWERTERERLQDLEERDAFAERVRQRDKDRTRNVLERSDKKAYEEAQKRLKMAEEDRKAMVPELRKKSRREYLAKREREKLEDLEAELADEEFLFGDVELSRHERQELKYKRRVRDLAREYRAAGEQEKLEATNRYHM.... Protein 2 (ENSG00000180304) has sequence MINTQDSSILPLSNCPQLQCCRHIVPGPLWCSDAPHPLSKIPGGRGGGRDPSLSALIYKDEKLTVTQDLPVNDGKPHIVHFQYEVTEVKVSSWDAVLSSQSLFVEIPDGLLADGSKEGLLALLEFAEEKMKVNYVFICFRKGREDRAPLLKTFSFLGFEIVRPGHPCVPSRPDVMFMVYPLDQNLSDED*MINTQDSSILPLSNCPQLQCCRHIVPGPLWCSDAPHPLSKIPGGRGGGRDPSLSALIYKGRKRTWCWGKAWAFESGRPGFESHLCHSLSLEPWDEKLTVTQDLPVNDGKP.... Result: 0 (the proteins do not interact). (6) Protein 1 (ENSG00000170100) has sequence MLENYENLASVGHHLFQPSVIYWLEQEEELRAGRRAVLQEWRLKTKGPALRQDRSWFRASNETQTARSHNGGQLCDRTQCGEAFSEHSGLSTHVRTQNTGDSCVSNHYERDFFIPCQKTLFKIGEQFSVLGQCGKAFSSTPNVVSQQACTRDRSLDYSSCGEVFLNQSYLQARAGSHNGEETWKWKPCGKALTHSMGCATPVEMHAVRNPHVCRECGKAFRYTAYLTGRVQVHPGEKPCELEECGKASPVSSSLTQHVRIHAAEKPCECKECGKAFTGLSGLSKHVQTDPGQKPYECKDC.... Protein 2 (ENSG00000173153) has sequence MSSQVVGIEPLYIKAEPASPDSPKGSSETETEPPVALAPGPAPTRCLPGHKEEEDGEGAGPGEQGGGKLVLSSLPKRLCLVCGDVASGYHYGVASCEACKAFFKRTIQGSIEYSCPASNECEITKRRRKACQACRFTKCLRVGMLKEGVRLDRVRGGRQKYKRRPEVDPLPFPGPFPAGPLAVAGGPRKTAAPVNALVSHLLVVEPEKLYAMPDPAGPDGHLPAVATLCDLFDREIVVTISWAKSIPGFSSLSLSDQMSVLQSVWMEVLVLGVAQRSLPLQDELAFAEDLVLDEEGARAA.... Result: 0 (the proteins do not interact).